From a dataset of NCI-60 drug combinations with 297,098 pairs across 59 cell lines. Regression. Given two drug SMILES strings and cell line genomic features, predict the synergy score measuring deviation from expected non-interaction effect. Drug 1: CN(C)N=NC1=C(NC=N1)C(=O)N. Drug 2: CC1=C(C(CCC1)(C)C)C=CC(=CC=CC(=CC(=O)O)C)C. Cell line: BT-549. Synergy scores: CSS=-3.37, Synergy_ZIP=3.36, Synergy_Bliss=3.06, Synergy_Loewe=-2.12, Synergy_HSA=-1.77.